This data is from NCI-60 drug combinations with 297,098 pairs across 59 cell lines. The task is: Regression. Given two drug SMILES strings and cell line genomic features, predict the synergy score measuring deviation from expected non-interaction effect. Drug 1: C1=NC2=C(N1)C(=S)N=C(N2)N. Drug 2: CC1CCC2CC(C(=CC=CC=CC(CC(C(=O)C(C(C(=CC(C(=O)CC(OC(=O)C3CCCCN3C(=O)C(=O)C1(O2)O)C(C)CC4CCC(C(C4)OC)OCCO)C)C)O)OC)C)C)C)OC. Cell line: CCRF-CEM. Synergy scores: CSS=47.7, Synergy_ZIP=-1.40, Synergy_Bliss=-3.52, Synergy_Loewe=-1.69, Synergy_HSA=0.257.